From a dataset of Forward reaction prediction with 1.9M reactions from USPTO patents (1976-2016). Predict the product of the given reaction. (1) Given the reactants Br[C:2]1[CH:3]=[CH:4][C:5]2[N:11]3[C:12](C)=[N:13]N=[C:10]3[CH2:9][N:8]=[C:7]([C:16]3[CH:21]=[CH:20][CH:19]=[CH:18][CH:17]=3)[C:6]=2[CH:22]=1.BrC1C=CC2C(C=1)=C(C1C=CC=CC=1)N=[CH:31][C:32](=[O:34])N=2.[H-].[Na+].N1(P(Cl)(N2CCOCC2)=O)CC[O:47][CH2:46][CH2:45]1.[K+].[Br-].[CH2:61]1COC[CH2:62]1, predict the reaction product. The product is: [C:61]([C:2]1[CH:3]=[CH:4][C:5]2[N:11]3[CH:12]=[N:13][C:45]([C:46]([O:34][CH2:32][CH3:31])=[O:47])=[C:10]3[CH2:9][N:8]=[C:7]([C:16]3[CH:21]=[CH:20][CH:19]=[CH:18][CH:17]=3)[C:6]=2[CH:22]=1)#[CH:62]. (2) Given the reactants [H-].[Na+].[I:3][C:4]1[CH:9]=[C:8](I)[N:7]=[CH:6][N:5]=1.[CH3:11][C:12]1[C:17]2[O:18][CH2:19][CH2:20][O:21][C:16]=2[CH:15]=[C:14]([CH:22]=[O:23])[CH:13]=1.[Cl-].C[N+]1C=CN(C)C=1, predict the reaction product. The product is: [I:3][C:4]1[N:5]=[CH:6][N:7]=[C:8]([C:22]([C:14]2[CH:13]=[C:12]([CH3:11])[C:17]3[O:18][CH2:19][CH2:20][O:21][C:16]=3[CH:15]=2)=[O:23])[CH:9]=1. (3) Given the reactants FC(F)(F)C(O)=O.C(OC([N:15]1[CH2:20][CH2:19][CH:18]([NH:21][C:22]([C:24]2[CH:25]=[CH:26][C:27]3[S:32][CH2:31][C:30](=[O:33])[NH:29][C:28]=3[CH:34]=2)=[O:23])[CH2:17][CH2:16]1)=O)(C)(C)C, predict the reaction product. The product is: [NH:15]1[CH2:20][CH2:19][CH:18]([NH:21][C:22]([C:24]2[CH:25]=[CH:26][C:27]3[S:32][CH2:31][C:30](=[O:33])[NH:29][C:28]=3[CH:34]=2)=[O:23])[CH2:17][CH2:16]1.